Dataset: Catalyst prediction with 721,799 reactions and 888 catalyst types from USPTO. Task: Predict which catalyst facilitates the given reaction. (1) Reactant: [CH2:1]([C:4]1[S:29][C:7]2[N:8]=[C:9]([O:25][CH2:26][CH2:27][NH2:28])[N:10]=[C:11]([N:12]3[CH2:17][CH2:16][N:15]4[C:18]([C:21]([F:24])([F:23])[F:22])=[N:19][N:20]=[C:14]4[CH2:13]3)[C:6]=2[CH:5]=1)[CH2:2][CH3:3].C(N(CC)CC)C.[CH2:37]([O:39][C:40](Cl)=[O:41])[CH3:38]. Product: [CH2:37]([O:39][C:40](=[O:41])[NH:28][CH2:27][CH2:26][O:25][C:9]1[N:10]=[C:11]([N:12]2[CH2:17][CH2:16][N:15]3[C:18]([C:21]([F:22])([F:24])[F:23])=[N:19][N:20]=[C:14]3[CH2:13]2)[C:6]2[CH:5]=[C:4]([CH2:1][CH2:2][CH3:3])[S:29][C:7]=2[N:8]=1)[CH3:38]. The catalyst class is: 4. (2) Reactant: [Cl:1][C:2]1[C:3]([F:28])=[C:4]([CH:8]2[C:12]([C:15]3[CH:20]=[CH:19][C:18]([Cl:21])=[CH:17][C:16]=3[F:22])([C:13]#[N:14])[CH:11]([CH2:23][C:24]([CH3:27])([CH3:26])[CH3:25])[CH2:10][NH:9]2)[CH:5]=[CH:6][CH:7]=1.[CH3:29][O:30][C:31](=[O:48])[C:32]1[CH:37]=[CH:36][C:35]([NH:38][C:39](N2C=CN=C2)=[O:40])=[CH:34][C:33]=1[O:46][CH3:47]. Product: [CH3:29][O:30][C:31](=[O:48])[C:32]1[CH:37]=[CH:36][C:35]([NH:38][C:39]([N:9]2[CH2:10][C@@H:11]([CH2:23][C:24]([CH3:25])([CH3:27])[CH3:26])[C@@:12]([C:15]3[CH:20]=[CH:19][C:18]([Cl:21])=[CH:17][C:16]=3[F:22])([C:13]#[N:14])[C@H:8]2[C:4]2[CH:5]=[CH:6][CH:7]=[C:2]([Cl:1])[C:3]=2[F:28])=[O:40])=[CH:34][C:33]=1[O:46][CH3:47]. The catalyst class is: 2. (3) Reactant: [O:1]=[C:2]1[N:7]([C:8]2[CH:13]=[CH:12][CH:11]=[C:10]([C:14]([F:17])([F:16])[F:15])[CH:9]=2)[C:6]2[CH2:18][CH2:19][NH:20][C:21](=[O:22])[C:5]=2[CH:4]([C:23]2[CH:30]=[CH:29][C:26]([C:27]#[N:28])=[CH:25][CH:24]=2)[NH:3]1.[CH:31]([N-]C(C)C)(C)C.[Li+].IC.O. Product: [CH3:31][N:3]1[CH:4]([C:23]2[CH:24]=[CH:25][C:26]([C:27]#[N:28])=[CH:29][CH:30]=2)[C:5]2[C:21](=[O:22])[NH:20][CH2:19][CH2:18][C:6]=2[N:7]([C:8]2[CH:13]=[CH:12][CH:11]=[C:10]([C:14]([F:15])([F:16])[F:17])[CH:9]=2)[C:2]1=[O:1]. The catalyst class is: 9. (4) Reactant: [C:1]([O:5][C:6]([N:8]1[CH2:13][CH2:12][CH:11]([CH:14]([OH:33])[CH2:15][NH:16][C:17]([C:19]2[CH:28]=[CH:27][C:26]3[C:25]([CH3:30])([CH3:29])[CH2:24][CH2:23][C:22]([CH3:32])([CH3:31])[C:21]=3[CH:20]=2)=[O:18])[CH2:10][CH2:9]1)=[O:7])([CH3:4])([CH3:3])[CH3:2].CC(OI1(OC(C)=O)(OC(C)=O)OC(=O)C2C=CC=CC1=2)=O.C(=O)([O-])O.[Na+].S([O-])([O-])(=O)=O.[Na+].[Na+]. Product: [C:1]([O:5][C:6]([N:8]1[CH2:13][CH2:12][CH:11]([C:14](=[O:33])[CH2:15][NH:16][C:17]([C:19]2[CH:28]=[CH:27][C:26]3[C:25]([CH3:30])([CH3:29])[CH2:24][CH2:23][C:22]([CH3:32])([CH3:31])[C:21]=3[CH:20]=2)=[O:18])[CH2:10][CH2:9]1)=[O:7])([CH3:4])([CH3:2])[CH3:3]. The catalyst class is: 2. (5) Reactant: [H-].[Al+3].[Li+].[H-].[H-].[H-].[F:7][C:8]([F:63])([F:62])[C:9]([O:18][CH2:19][C:20]([CH2:47][O:48][C:49]([C:58]([F:61])([F:60])[F:59])([C:54]([F:57])([F:56])[F:55])[C:50]([F:53])([F:52])[F:51])([CH2:32][O:33][C:34]([C:43]([F:46])([F:45])[F:44])([C:39]([F:42])([F:41])[F:40])[C:35]([F:38])([F:37])[F:36])[CH2:21][O:22][CH2:23][CH2:24][C:25](OC(C)(C)C)=[O:26])([C:14]([F:17])([F:16])[F:15])[C:10]([F:13])([F:12])[F:11]. Product: [F:7][C:8]([F:62])([F:63])[C:9]([O:18][CH2:19][C:20]([CH2:32][O:33][C:34]([C:35]([F:36])([F:37])[F:38])([C:39]([F:40])([F:41])[F:42])[C:43]([F:44])([F:45])[F:46])([CH2:47][O:48][C:49]([C:50]([F:53])([F:52])[F:51])([C:54]([F:55])([F:56])[F:57])[C:58]([F:61])([F:60])[F:59])[CH2:21][O:22][CH2:23][CH2:24][CH2:25][OH:26])([C:10]([F:13])([F:12])[F:11])[C:14]([F:17])([F:16])[F:15]. The catalyst class is: 1. (6) Reactant: Br[C:2]1[CH:7]=[CH:6][CH:5]=[CH:4][N:3]=1.COCCOC.[S:14]1[C:18]2[CH:19]=[CH:20][CH:21]=[CH:22][C:17]=2[CH:16]=[C:15]1B(O)O.C(=O)(O)[O-].[Na+]. Product: [S:14]1[C:15]([C:2]2[CH:7]=[CH:6][CH:5]=[CH:4][N:3]=2)=[CH:16][C:17]2[CH:22]=[CH:21][CH:20]=[CH:19][C:18]1=2. The catalyst class is: 103. (7) Reactant: [CH3:1][C@H:2]([C:15]([OH:17])=[O:16])[C:3]1[CH:8]=[CH:7][C:6]2[CH:9]=[C:10]([O:13][CH3:14])[CH:11]=[CH:12][C:5]=2[CH:4]=1.[CH3:18][N:19]([CH2:21][C@H:22]1[C@:27]([OH:36])([C:28]2[CH:33]=[CH:32][CH:31]=[C:30]([O:34][CH3:35])[CH:29]=2)[CH2:26][CH2:25][CH2:24][CH2:23]1)[CH3:20]. Product: [CH3:20][N:19]([CH2:21][C@H:22]1[C@:27]([OH:36])([C:28]2[CH:33]=[CH:32][CH:31]=[C:30]([O:34][CH3:35])[CH:29]=2)[CH2:26][CH2:25][CH2:24][CH2:23]1)[CH3:18].[CH3:1][C@H:2]([C:15]([OH:17])=[O:16])[C:3]1[CH:8]=[CH:7][C:6]2[CH:9]=[C:10]([O:13][CH3:14])[CH:11]=[CH:12][C:5]=2[CH:4]=1. The catalyst class is: 5.